Dataset: Forward reaction prediction with 1.9M reactions from USPTO patents (1976-2016). Task: Predict the product of the given reaction. (1) Given the reactants [CH2:1]([C:5]1[CH:6]=[C:7]([C:11](=[O:15])[CH2:12][CH2:13]Cl)[CH:8]=[CH:9][CH:10]=1)[CH2:2][CH2:3][CH3:4], predict the reaction product. The product is: [CH2:1]([C:5]1[CH:6]=[C:7]2[C:8]([CH2:13][CH2:12][C:11]2=[O:15])=[CH:9][CH:10]=1)[CH2:2][CH2:3][CH3:4]. (2) Given the reactants [CH2:1]([N:3]([CH2:8][CH3:9])[CH2:4][CH2:5][C:6]#[CH:7])[CH3:2].[F:10][C:11]1[CH:12]=[C:13]([CH:15]=[CH:16][C:17]=1[O:18][C:19]1[CH:24]=[CH:23][N:22]=[C:21]2[CH:25]=[C:26](I)[S:27][C:20]=12)[NH2:14], predict the reaction product. The product is: [CH2:1]([N:3]([CH2:8][CH3:9])[CH2:4][CH2:5][C:6]#[C:7][C:26]1[S:27][C:20]2[C:21](=[N:22][CH:23]=[CH:24][C:19]=2[O:18][C:17]2[CH:16]=[CH:15][C:13]([NH2:14])=[CH:12][C:11]=2[F:10])[CH:25]=1)[CH3:2]. (3) The product is: [I:1][C:2]1[C:3]([CH3:12])=[CH:4][C:5]([CH3:11])=[C:6]([CH:10]=1)[C:7]([O:9][CH3:18])=[O:8]. Given the reactants [I:1][C:2]1[C:3]([CH3:12])=[CH:4][C:5]([CH3:11])=[C:6]([CH:10]=1)[C:7]([OH:9])=[O:8].S(=O)(=O)(O)O.[CH3:18]O, predict the reaction product. (4) Given the reactants [F:1][C:2]1[CH:7]=[C:6]([F:8])[CH:5]=[CH:4][C:3]=1[C:9]1[CH:14]=[CH:13][CH:12]=[C:11]([N:15]2[CH2:20][CH2:19][C:18]([CH2:27][CH2:28][OH:29])([C:21]3[CH:26]=[CH:25][CH:24]=[CH:23][CH:22]=3)[O:17][C:16]2=[O:30])[CH:10]=1.CC(C)=[O:33].OS(O)(=O)=O.O=[Cr](=O)=O.C([O-])([O-])=O.[K+].[K+], predict the reaction product. The product is: [F:1][C:2]1[CH:7]=[C:6]([F:8])[CH:5]=[CH:4][C:3]=1[C:9]1[CH:14]=[CH:13][CH:12]=[C:11]([N:15]2[CH2:20][CH2:19][C:18]([CH2:27][C:28]([OH:33])=[O:29])([C:21]3[CH:26]=[CH:25][CH:24]=[CH:23][CH:22]=3)[O:17][C:16]2=[O:30])[CH:10]=1. (5) Given the reactants [F:1][C:2]1[CH:3]=[C:4]2[C:8](=[CH:9][CH:10]=1)[NH:7][C:6](=[O:11])[CH:5]2C(OC)=O.Cl.[OH-].[Na+], predict the reaction product. The product is: [F:1][C:2]1[CH:3]=[C:4]2[C:8](=[CH:9][CH:10]=1)[NH:7][C:6](=[O:11])[CH2:5]2. (6) The product is: [Cl:7][C:8]1[CH:38]=[CH:37][C:11]([CH2:12][NH:13][C:14]([C:16]2[C:17](=[O:36])[C:18]3[CH:33]=[C:32]([CH2:34][N:46]([CH2:45][C@H:44]([C:40]4[O:39][CH:43]=[CH:42][CH:41]=4)[OH:48])[CH3:47])[S:31][C:19]=3[N:20]([CH2:22][CH2:23][O:24][CH:25]3[CH2:30][CH2:29][CH2:28][CH2:27][O:26]3)[CH:21]=2)=[O:15])=[CH:10][CH:9]=1. Given the reactants C(=O)([O-])[O-].[Cs+].[Cs+].[Cl:7][C:8]1[CH:38]=[CH:37][C:11]([CH2:12][NH:13][C:14]([C:16]2[C:17](=[O:36])[C:18]3[CH:33]=[C:32]([CH2:34]Cl)[S:31][C:19]=3[N:20]([CH2:22][CH2:23][O:24][CH:25]3[CH2:30][CH2:29][CH2:28][CH2:27][O:26]3)[CH:21]=2)=[O:15])=[CH:10][CH:9]=1.[O:39]1[CH:43]=[CH:42][CH:41]=[C:40]1[C@H:44]([OH:48])[CH2:45][NH:46][CH3:47], predict the reaction product. (7) Given the reactants [C:1]12[C:7](=[CH:8][CH:9]=[CH:10][CH:11]=1)[NH:6][C:5](=[O:12])[O:4][C:2]2=[O:3].[H-].[Na+].[CH:15]1([CH2:18]Br)[CH2:17][CH2:16]1, predict the reaction product. The product is: [CH:15]1([CH2:18][N:6]2[C:5](=[O:12])[O:4][C:2](=[O:3])[C:1]3=[CH:11][CH:10]=[CH:9][CH:8]=[C:7]23)[CH2:17][CH2:16]1.